Dataset: Catalyst prediction with 721,799 reactions and 888 catalyst types from USPTO. Task: Predict which catalyst facilitates the given reaction. Reactant: [O:1]1[C:7]2[CH:8]=[C:9]([C:12]([O:14][CH3:15])=[O:13])[CH:10]=[N:11][C:6]=2[CH2:5][N:4](C(OC(C)(C)C)=O)[CH2:3][CH2:2]1.C(O)(C(F)(F)F)=O.C([O-])(O)=O.[Na+]. Product: [O:1]1[C:7]2[CH:8]=[C:9]([C:12]([O:14][CH3:15])=[O:13])[CH:10]=[N:11][C:6]=2[CH2:5][NH:4][CH2:3][CH2:2]1. The catalyst class is: 2.